Dataset: Peptide-MHC class II binding affinity with 134,281 pairs from IEDB. Task: Regression. Given a peptide amino acid sequence and an MHC pseudo amino acid sequence, predict their binding affinity value. This is MHC class II binding data. (1) The peptide sequence is AFKMAATAANAAPAN. The MHC is HLA-DPA10201-DPB11401 with pseudo-sequence HLA-DPA10201-DPB11401. The binding affinity (normalized) is 0.709. (2) The peptide sequence is AFILDGDNLFVKV. The MHC is DRB3_0101 with pseudo-sequence DRB3_0101. The binding affinity (normalized) is 0.826. (3) The peptide sequence is YDKFLVNVSTVLTGK. The MHC is DRB1_0404 with pseudo-sequence DRB1_0404. The binding affinity (normalized) is 0.612. (4) The peptide sequence is GELQIVDYIDAAFKI. The MHC is DRB1_0401 with pseudo-sequence DRB1_0401. The binding affinity (normalized) is 0.545. (5) The peptide sequence is PCREQDELIGRGRVS. The MHC is HLA-DQA10303-DQB10402 with pseudo-sequence HLA-DQA10303-DQB10402. The binding affinity (normalized) is 0.280. (6) The peptide sequence is ALSVLVGLTAATVAI. The MHC is DRB1_0701 with pseudo-sequence DRB1_0701. The binding affinity (normalized) is 0.592. (7) The peptide sequence is IGAGLIFPRFEQLLE. The MHC is HLA-DQA10501-DQB10301 with pseudo-sequence HLA-DQA10501-DQB10301. The binding affinity (normalized) is 0.528. (8) The peptide sequence is IHKASTVLAFPAGVC. The MHC is HLA-DPA10103-DPB10301 with pseudo-sequence HLA-DPA10103-DPB10301. The binding affinity (normalized) is 0.248.